This data is from Catalyst prediction with 721,799 reactions and 888 catalyst types from USPTO. The task is: Predict which catalyst facilitates the given reaction. (1) Reactant: [K].N1C=CN=C1.FC(F)(F)C(OCC)=O.[F:16][C:17]([N:22]1[CH:26]=[CH:25][N:24]=[CH:23]1)(F)[CH:18]([F:20])[F:19]. The catalyst class is: 7. Product: [F:16][C:17]([N:22]1[CH:26]=[CH:25][N:24]=[CH:23]1)=[C:18]([F:20])[F:19]. (2) Reactant: C(O[C:6](=O)[NH:7][C@H:8]1[CH2:13][CH2:12][C@H:11]([O:14][C:15]2[C:30]3[CH2:29][CH:28]=[CH:27][CH2:26][CH2:25][C:24]4[CH:31]=[C:32]([CH3:37])[N:33]=[C:34]([O:35]C)[C:23]=4[CH2:22][NH:21][C:20](=[O:38])[C:19]=3[CH:18]=[CH:17][CH:16]=2)[CH2:10][CH2:9]1)(C)(C)C.Cl.C=O.[CH3:43]C(O)=O.[BH-](OC(C)=O)(OC(C)=O)OC(C)=O.[Na+]. Product: [CH3:6][N:7]([CH3:43])[C@H:8]1[CH2:13][CH2:12][C@H:11]([O:14][C:15]2[C:30]3[CH2:29][CH:28]=[CH:27][CH2:26][CH2:25][C:24]4[CH:31]=[C:32]([CH3:37])[NH:33][C:34](=[O:35])[C:23]=4[CH2:22][NH:21][C:20](=[O:38])[C:19]=3[CH:18]=[CH:17][CH:16]=2)[CH2:10][CH2:9]1. The catalyst class is: 5. (3) Reactant: [C:1]([NH:4][C:5]1[N:9]([C@@H:10]2[CH2:15][CH2:14][CH2:13][N:12]([C:16]([O:18][CH2:19][C:20]3[CH:25]=[CH:24][CH:23]=[CH:22][CH:21]=3)=[O:17])[CH2:11]2)[N:8]=[C:7]([C:26]2[CH:31]=[CH:30][C:29]([OH:32])=[CH:28][CH:27]=2)[C:6]=1[C:33]#[N:34])(=[O:3])[CH3:2].C(=O)([O-])[O-].[Cs+].[Cs+].[Cl:41][C:42]1[CH:43]=[C:44]([F:49])[C:45](F)=[N:46][CH:47]=1. Product: [C:1]([NH:4][C:5]1[N:9]([C@@H:10]2[CH2:15][CH2:14][CH2:13][N:12]([C:16]([O:18][CH2:19][C:20]3[CH:25]=[CH:24][CH:23]=[CH:22][CH:21]=3)=[O:17])[CH2:11]2)[N:8]=[C:7]([C:26]2[CH:27]=[CH:28][C:29]([O:32][C:45]3[C:44]([F:49])=[CH:43][C:42]([Cl:41])=[CH:47][N:46]=3)=[CH:30][CH:31]=2)[C:6]=1[C:33]#[N:34])(=[O:3])[CH3:2]. The catalyst class is: 16. (4) Reactant: Cl.[CH3:2][O:3][C:4]1[CH:5]=[C:6]([C:12]2[C:13]([CH3:25])([CH3:24])[C:14](=[O:23])[N:15]([CH:17]3[CH2:22][CH2:21][NH:20][CH2:19][CH2:18]3)[N:16]=2)[CH:7]=[CH:8][C:9]=1[O:10][CH3:11].[C:26]([O:29][C:30]1[CH:31]=[C:32]([CH:36]=[CH:37][CH:38]=1)[C:33](O)=[O:34])(=[O:28])[CH3:27].C1CCC(N=C=NC2CCCCC2)CC1. Product: [C:26]([O:29][C:30]1[CH:38]=[CH:37][CH:36]=[C:32]([C:33]([N:20]2[CH2:21][CH2:22][CH:17]([N:15]3[C:14](=[O:23])[C:13]([CH3:25])([CH3:24])[C:12]([C:6]4[CH:7]=[CH:8][C:9]([O:10][CH3:11])=[C:4]([O:3][CH3:2])[CH:5]=4)=[N:16]3)[CH2:18][CH2:19]2)=[O:34])[CH:31]=1)(=[O:28])[CH3:27]. The catalyst class is: 2. (5) Reactant: [CH2:1]([S:4]([O-:7])(=[O:6])=[O:5])[CH2:2][CH3:3].[CH3:8][NH+:9]([CH2:11][CH2:12][O:13][C:14](=[O:18])[C:15]([CH3:17])=[CH2:16])[CH3:10].[C:19]([OH:23])(=[O:22])[CH:20]=[CH2:21].S(OOS([O-])(=O)=O)([O-])(=O)=O.[NH4+].[NH4+].[OH-].[Na+]. Product: [CH3:8][N+:9]([CH2:20][C:19]([OH:23])=[O:22])([CH3:11])[CH3:10].[CH2:1]([S:4]([O-:7])(=[O:6])=[O:5])[CH2:2][CH3:3].[CH3:10][NH+:9]([CH2:11][CH2:12][O:13][C:14](=[O:18])[C:15]([CH3:17])=[CH2:16])[CH3:8].[C:19]([OH:23])(=[O:22])[CH:20]=[CH2:21]. The catalyst class is: 6. (6) Reactant: [CH2:1]([C:3]1[N:7]([C:8]2[C:16]3[O:15][CH2:14][C@@H:13]([NH:17][C:18]4[CH:30]=[CH:29][C:21]5[C@H:22]([CH2:25][C:26]([OH:28])=[O:27])[CH2:23][O:24][C:20]=5[CH:19]=4)[C:12]=3[CH:11]=[CH:10][CH:9]=2)[C:6]2[CH:31]=[C:32]([F:35])[CH:33]=[CH:34][C:5]=2[N:4]=1)[CH3:2].[OH-].[Na+:37]. Product: [CH2:1]([C:3]1[N:7]([C:8]2[C:16]3[O:15][CH2:14][C@@H:13]([NH:17][C:18]4[CH:30]=[CH:29][C:21]5[C@H:22]([CH2:25][C:26]([O-:28])=[O:27])[CH2:23][O:24][C:20]=5[CH:19]=4)[C:12]=3[CH:11]=[CH:10][CH:9]=2)[C:6]2[CH:31]=[C:32]([F:35])[CH:33]=[CH:34][C:5]=2[N:4]=1)[CH3:2].[Na+:37]. The catalyst class is: 841. (7) Reactant: C1(P(C2C=CC=CC=2)C2C=CC=CC=2)C=CC=CC=1.[C:20]([Br:24])(Br)(Br)Br.[C:25]([O:29][C:30]([NH:32][C:33]1[CH:38]=[C:37](CO)[CH:36]=[CH:35][N:34]=1)=[O:31])([CH3:28])([CH3:27])[CH3:26].C(OCC)(=O)C. Product: [Br:24][CH2:20][C:37]1[CH:36]=[CH:35][N:34]=[C:33]([NH:32][C:30]([O:29][C:25]([CH3:28])([CH3:27])[CH3:26])=[O:31])[CH:38]=1. The catalyst class is: 2.